The task is: Predict which catalyst facilitates the given reaction.. This data is from Catalyst prediction with 721,799 reactions and 888 catalyst types from USPTO. (1) Reactant: C(O[C:6]([NH:8][CH2:9][C:10](O)=O)=[O:7])(C)(C)C.Cl.C(N=C=[N:18][CH2:19][CH2:20][CH2:21]N(C)C)C.O.O[N:27]1[C:31]2C=CC=CC=2N=N1.[CH:36]([C:39]1[C:47]2[C:42](=[N:43][CH:44]=[CH:45][C:46]=2[C:48]2[CH:49]=[N:50][C:51]3[C:56]([CH:57]=2)=[CH:55][CH:54]=[CH:53][CH:52]=3)[N:41]([C:58]2[C:59](NC3CCNCC3)=[C:60]([CH:63]=[CH:64][CH:65]=2)C#N)[N:40]=1)([CH3:38])[CH3:37].C[N:74]([CH:76]=[O:77])C. Product: [NH2:27][CH2:31][C:6]([N:8]1[CH2:9][CH2:10][CH:19]([NH:18][C:60]2[CH:59]=[C:58]([N:41]3[C:42]4=[N:43][CH:44]=[CH:45][C:46]([C:48]5[CH:49]=[N:50][C:51]6[C:56]([CH:57]=5)=[CH:55][CH:54]=[CH:53][CH:52]=6)=[C:47]4[C:39]([CH:36]([CH3:37])[CH3:38])=[N:40]3)[CH:65]=[CH:64][C:63]=2[C:76]([NH2:74])=[O:77])[CH2:20][CH2:21]1)=[O:7]. The catalyst class is: 69. (2) Reactant: Cl[C:2]([O:4][CH2:5][CH3:6])=[O:3].C(OC(=O)NCC(=O)[NH:16][C:17]1[CH:22]=[C:21]([O:23][C:24]2[CH:29]=[CH:28][C:27]([NH:30][CH3:31])=[C:26]([N+:32]([O-:34])=[O:33])[CH:25]=2)[CH:20]=[CH:19][N:18]=1)(C)(C)C.CCN(C(C)C)C(C)C.O.NN. Product: [CH2:5]([O:4][C:2](=[O:3])[NH:16][C:17]1[CH:22]=[C:21]([O:23][C:24]2[CH:29]=[CH:28][C:27]([NH:30][CH3:31])=[C:26]([N+:32]([O-:34])=[O:33])[CH:25]=2)[CH:20]=[CH:19][N:18]=1)[CH3:6]. The catalyst class is: 118. (3) Reactant: [CH2:1]([N:3]1[CH2:8][C:7]([CH2:11][CH3:12])([CH2:9][CH3:10])[O:6][C:5](=[O:13])[CH:4]1[CH2:14][C:15]([OH:17])=O)[CH3:2].C(N(C(C)C)CC)(C)C.CN(C(ON1N=NC2C=CC=NC1=2)=[N+](C)C)C.F[P-](F)(F)(F)(F)F.[CH:51]([C:54]1[CH:60]=[CH:59][C:57]([NH2:58])=[CH:56][CH:55]=1)([CH3:53])[CH3:52]. Product: [CH:51]([C:54]1[CH:60]=[CH:59][C:57]([NH:58][C:15](=[O:17])[CH2:14][CH:4]2[C:5](=[O:13])[O:6][C:7]([CH2:9][CH3:10])([CH2:11][CH3:12])[CH2:8][N:3]2[CH2:1][CH3:2])=[CH:56][CH:55]=1)([CH3:53])[CH3:52]. The catalyst class is: 3. (4) Reactant: [C:1]([O:5][C:6](=[O:34])[C:7](=[CH:19][C:20]1[CH:25]=[CH:24][N:23]=[C:22]([NH:26][C:27]([O:29][C:30]([CH3:33])([CH3:32])[CH3:31])=[O:28])[CH:21]=1)[CH2:8][C:9]([O:11]CC1C=CC=CC=1)=[O:10])([CH3:4])([CH3:3])[CH3:2]. Product: [C:1]([O:5][C:6](=[O:34])[CH:7]([CH2:19][C:20]1[CH:25]=[CH:24][N:23]=[C:22]([NH:26][C:27]([O:29][C:30]([CH3:33])([CH3:32])[CH3:31])=[O:28])[CH:21]=1)[CH2:8][C:9]([OH:11])=[O:10])([CH3:4])([CH3:3])[CH3:2]. The catalyst class is: 50. (5) Reactant: [Si:1]([O:8][C@@H:9]1[CH:14]=[C:13]([C:15]2[CH:20]=[CH:19][N:18]=[CH:17][C:16]=2[N+:21]([O-:23])=[O:22])[CH2:12][C@H:11]([CH3:24])[C@@:10]1([CH2:26][OH:27])[OH:25])([C:4]([CH3:7])([CH3:6])[CH3:5])([CH3:3])[CH3:2].CC(OI1(OC(C)=O)(OC(C)=O)OC(=O)C2C1=CC=CC=2)=O. Product: [Si:1]([O:8][C@@H:9]1[CH:14]=[C:13]([C:15]2[CH:20]=[CH:19][N:18]=[CH:17][C:16]=2[N+:21]([O-:23])=[O:22])[CH2:12][C@H:11]([CH3:24])[C@:10]1([OH:25])[CH:26]=[O:27])([C:4]([CH3:5])([CH3:7])[CH3:6])([CH3:3])[CH3:2]. The catalyst class is: 2.